From a dataset of Peptide-MHC class I binding affinity with 185,985 pairs from IEDB/IMGT. Regression. Given a peptide amino acid sequence and an MHC pseudo amino acid sequence, predict their binding affinity value. This is MHC class I binding data. (1) The peptide sequence is AVIIMAINV. The MHC is HLA-A02:02 with pseudo-sequence HLA-A02:02. The binding affinity (normalized) is 0.158. (2) The peptide sequence is EYKKFIATF. The MHC is HLA-B57:01 with pseudo-sequence HLA-B57:01. The binding affinity (normalized) is 0.216. (3) The peptide sequence is WDAYIPHYV. The MHC is HLA-B18:01 with pseudo-sequence HLA-B18:01. The binding affinity (normalized) is 0.0847. (4) The peptide sequence is RPMTYKAAL. The MHC is HLA-A02:01 with pseudo-sequence HLA-A02:01. The binding affinity (normalized) is 0. (5) The peptide sequence is PEFDWILGW. The MHC is HLA-B18:01 with pseudo-sequence HLA-B18:01. The binding affinity (normalized) is 0.211. (6) The peptide sequence is HTLWKAGIL. The MHC is Patr-B0101 with pseudo-sequence Patr-B0101. The binding affinity (normalized) is 0.403.